From a dataset of HIV replication inhibition screening data with 41,000+ compounds from the AIDS Antiviral Screen. Binary Classification. Given a drug SMILES string, predict its activity (active/inactive) in a high-throughput screening assay against a specified biological target. (1) The drug is CN(C)c1ccc(C=C2Oc3ccc(Cl)cc3C2=O)cc1. The result is 0 (inactive). (2) The drug is CC(=CC(=O)Nn1c(Cc2ccccc2)n[nH]c1=O)C(=O)O. The result is 0 (inactive). (3) The molecule is CC1=NNB(O)c2sccc21. The result is 0 (inactive). (4) The molecule is CC(C)C(NC(=O)CNC(=O)C1CCCN1C(=O)C(NC(=O)OC(C)(C)C)C(C)C)C(=O)NCC(=O)OCc1ccccc1. The result is 0 (inactive). (5) The drug is COc1cc(-c2nn3c(C)c(-c4ccccc4)nc3s2)cc(OC)c1OC. The result is 1 (active).